From a dataset of Peptide-MHC class I binding affinity with 185,985 pairs from IEDB/IMGT. Regression. Given a peptide amino acid sequence and an MHC pseudo amino acid sequence, predict their binding affinity value. This is MHC class I binding data. (1) The peptide sequence is AVMAPRTHNR. The MHC is HLA-A03:01 with pseudo-sequence HLA-A03:01. The binding affinity (normalized) is 0.782. (2) The peptide sequence is IFLARSALI. The MHC is HLA-A24:02 with pseudo-sequence HLA-A24:02. The binding affinity (normalized) is 0.814. (3) The peptide sequence is NIILSKIPY. The MHC is HLA-A02:01 with pseudo-sequence HLA-A02:01. The binding affinity (normalized) is 0. (4) The MHC is HLA-B51:01 with pseudo-sequence HLA-B51:01. The peptide sequence is IPQSLDSYWTSL. The binding affinity (normalized) is 0. (5) The peptide sequence is SLLSTNLPY. The MHC is HLA-A33:01 with pseudo-sequence HLA-A33:01. The binding affinity (normalized) is 0.149. (6) The peptide sequence is GVTFQGKFKK. The MHC is HLA-A11:01 with pseudo-sequence HLA-A11:01. The binding affinity (normalized) is 0.419.